From a dataset of Full USPTO retrosynthesis dataset with 1.9M reactions from patents (1976-2016). Predict the reactants needed to synthesize the given product. (1) Given the product [CH2:6]([NH:1][CH2:2][CH2:3][CH2:4][OH:5])[C:7]1[CH:12]=[CH:11][CH:10]=[CH:9][CH:8]=1, predict the reactants needed to synthesize it. The reactants are: [NH2:1][CH2:2][CH2:3][CH2:4][OH:5].[CH2:6](N)[C:7]1[CH:12]=[CH:11][CH:10]=[CH:9][CH:8]=1. (2) Given the product [Cl:1][C:2]1[CH:3]=[C:4]([O:10][C:11]2[CH:20]=[C:19]([N:22]3[CH2:27][CH2:26][NH:25][CH2:24][CH2:23]3)[CH:18]=[CH:17][C:12]=2[C:13]([O:15][CH3:16])=[O:14])[CH:5]=[N:6][C:7]=1[NH:8][CH3:9], predict the reactants needed to synthesize it. The reactants are: [Cl:1][C:2]1[CH:3]=[C:4]([O:10][C:11]2[CH:20]=[C:19](F)[CH:18]=[CH:17][C:12]=2[C:13]([O:15][CH3:16])=[O:14])[CH:5]=[N:6][C:7]=1[NH:8][CH3:9].[NH:22]1[CH2:27][CH2:26][NH:25][CH2:24][CH2:23]1. (3) Given the product [Br:1][C:2]1[CH:3]=[C:4]([CH2:5][NH2:7])[CH:8]=[CH:9][C:10]=1[Cl:11], predict the reactants needed to synthesize it. The reactants are: [Br:1][C:2]1[CH:3]=[C:4]([CH:8]=[CH:9][C:10]=1[Cl:11])[C:5]([NH2:7])=O. (4) Given the product [CH2:1]([O:8][CH2:9][CH2:10][CH2:11][O:12][C:13]1[C:14]([B:29]2[O:33][C:32]([CH3:35])([CH3:34])[C:31]([CH3:37])([CH3:36])[O:30]2)=[C:15]([CH:16]=[CH:17][CH:18]=1)[CH:19]=[O:20])[C:2]1[CH:7]=[CH:6][CH:5]=[CH:4][CH:3]=1, predict the reactants needed to synthesize it. The reactants are: [CH2:1]([O:8][CH2:9][CH2:10][CH2:11][O:12][C:13]1[CH:18]=[CH:17][CH:16]=[C:15]([CH:19]=[O:20])[C:14]=1OS(C(F)(F)F)(=O)=O)[C:2]1[CH:7]=[CH:6][CH:5]=[CH:4][CH:3]=1.[B:29]1([B:29]2[O:33][C:32]([CH3:35])([CH3:34])[C:31]([CH3:37])([CH3:36])[O:30]2)[O:33][C:32]([CH3:35])([CH3:34])[C:31]([CH3:37])([CH3:36])[O:30]1.CC([O-])=O.[K+].OC(C(O)(C)C)(C)C. (5) The reactants are: [H-].[Na+].[N:3]1([C:10]2[N:15]=[C:14]([C:16]([N:18]3[CH2:22][CH2:21][C@@H:20]([O:23][C:24]4[CH:29]=[CH:28][CH:27]=[CH:26][C:25]=4[F:30])[CH2:19]3)=[O:17])[CH:13]=[CH:12][CH:11]=2)[CH2:9][CH2:8][CH2:7][NH:6][CH2:5][CH2:4]1.I[CH3:32].O. Given the product [F:30][C:25]1[CH:26]=[CH:27][CH:28]=[CH:29][C:24]=1[O:23][C@@H:20]1[CH2:21][CH2:22][N:18]([C:16]([C:14]2[CH:13]=[CH:12][CH:11]=[C:10]([N:3]3[CH2:9][CH2:8][CH2:7][N:6]([CH3:32])[CH2:5][CH2:4]3)[N:15]=2)=[O:17])[CH2:19]1, predict the reactants needed to synthesize it. (6) Given the product [Cl:6][C:7]1[N:12]=[C:11]([NH:1][CH2:2][CH:3]([NH:5][S:22]([CH3:25])(=[O:24])=[O:23])[CH3:4])[C:10]([Cl:14])=[CH:9][N:8]=1, predict the reactants needed to synthesize it. The reactants are: [NH2:1][CH2:2][CH:3]([NH2:5])[CH3:4].[Cl:6][C:7]1[N:12]=[C:11](Cl)[C:10]([Cl:14])=[CH:9][N:8]=1.CCN(CC)CC.[S:22](Cl)([CH3:25])(=[O:24])=[O:23]. (7) Given the product [Br:1][C:2]1[CH:7]=[CH:6][C:5]([CH2:8][CH2:9][C:10]([OH:19])=[O:11])=[C:4]([O:12][C:13]([F:14])([F:15])[F:16])[CH:3]=1, predict the reactants needed to synthesize it. The reactants are: [Br:1][C:2]1[CH:7]=[CH:6][C:5]([CH2:8][CH2:9][CH2:10][OH:11])=[C:4]([O:12][C:13]([F:16])([F:15])[F:14])[CH:3]=1.CC(C)=[O:19].OS(O)(=O)=O.O=[Cr](=O)=O.O.